From a dataset of Experimentally validated miRNA-target interactions with 360,000+ pairs, plus equal number of negative samples. Binary Classification. Given a miRNA mature sequence and a target amino acid sequence, predict their likelihood of interaction. (1) Result: 1 (interaction). The miRNA is hsa-miR-449a with sequence UGGCAGUGUAUUGUUAGCUGGU. The protein sequence of the target gene is MKKKQQHPGGGADPWPHGAPMGGAPPGLGSWKRRVPLLPFLRFSLRDYGFCMATLLVFCLGSLLYQLSGGPPRFLLDLRQYLGNSTYLDDHGPPPSKVLPFPSQVVYNRVGKCGSRTVVLLLRILSEKHGFNLVTSDIHNKTRLTKNEQMELIKNISTAEQPYLFTRHVHFLNFSRFGGDQPVYINIIRDPVNRFLSNYFFRRFGDWRGEQNHMIRTPSMRQEERYLDINECILENYPECSNPRLFYIIPYFCGQHPRCREPGEWALERAKLNVNENFLLVGILEELEDVLLLLERFLPH.... (2) The miRNA is hsa-miR-5011-5p with sequence UAUAUAUACAGCCAUGCACUC. The protein sequence of the target gene is MDNAVDGLDKASIANSDGPTAGSQTPPFKRKGKLSTIGKIFKPWKWRKKKTSDKFRETSAVLERKISTRQSREELIRRGVLKELPDQDGDVTVNFENSNGHMIPIGEESTREENVVKSEEGNGSVSEKTPPLEEQAEDKKENTENHSETPAAPALPPSAPPKPRPKPKPKKSPVPPKGATAGASHKGDEVPPIKKNTKAPGKQAPVPPPKPASRNTTREAAGSSHSKKTTGSKASASPSTSSTSSRPKASKETVSSKAGTVGTTKGKRKTDKQPITSHLSSDTTTSGTSDLKGEPAETRV.... Result: 1 (interaction).